From a dataset of Experimentally validated miRNA-target interactions with 360,000+ pairs, plus equal number of negative samples. Binary Classification. Given a miRNA mature sequence and a target amino acid sequence, predict their likelihood of interaction. (1) The protein sequence of the target gene is MATSTSTEAKSASWWNYFFLYDGSKVKEEGDPTRAGICYFYPSQTLLDQQELLCGQIAGVVRCVSDISDSPPTLVRLRKLKFAIKVDGDYLWVLGCAVELPDVSCKRFLDQLVGFFNFYNGPVSLAYENCSQEELSTEWDTFIEQILKNTSDLHKIFNSLWNLDQTKVEPLLLLKAARILQTCQRSPHILAGCILYKGLIVSTQLPPSLTAKVLLHRTAPQEQRLPTGEDAPQEHGAALPPNVQIIPVFVTKEEAISLHEFPVEQMTRSLASPAGLQDGSAQHHPKGGSTSALKENATGH.... The miRNA is hsa-miR-182-3p with sequence UGGUUCUAGACUUGCCAACUA. Result: 1 (interaction). (2) The miRNA is hsa-miR-7515 with sequence AGAAGGGAAGAUGGUGAC. The protein sequence of the target gene is MEVAWLVYVLGQQPLARQGEGQSRLVPGRGLVLWLPGLPRSSPSWPAVDLAPLAPARPRGPLICHTGHEQAGREPGPGSSTKGPVLHDQDTRCAFLPRPPGPLQTRRYCRHQGRQGSGLGAGPGAGTWAPAPPGVSKPRCPGRARPGEGQQQVTTARPPAINRGARQPRAGAAAAGRGPGAGAWRTGEAAASAGPAVGEGGAMGSRRAPSRGWGAGGRSGAGGDGEDDGPVWIPSPASRSYLLSVRPETSLSSNRLSHPSSGRSTFCSIIAQLTEETQPLFETTLKSRSVSEDSDVRFTC.... Result: 1 (interaction). (3) The miRNA is rno-miR-125a-5p with sequence UCCCUGAGACCCUUUAACCUGUGA. The protein sequence of the target gene is MEQRWGLLRRVQQWSPRPSQTIYRRVEGPQLEHLEEEDREEGAELPAQFCPMELKGPEHLGSCPGRSIPIPWAAAGRKAAPYLVLITLLIFTGAFLLGYVAFRGSCQACGDSVLVVDEDVNPEDSGRTTLYWSDLQAMFLRFLGEGRMEDTIRLTSLRERVAGSARMATLVQDILDKLSRQKLDHVWTDTHYVGLQFPDPAHANTLHWVDADGSVQEQLPLEDPEVYCPYSATGNATGKLVYAHYGRSEDLQDLKAKGVELAGSLLLVRVGITSFAQKVAVAQDFGAQGVLIYPDPSDFS.... Result: 0 (no interaction).